This data is from Forward reaction prediction with 1.9M reactions from USPTO patents (1976-2016). The task is: Predict the product of the given reaction. (1) Given the reactants [S:1]1[C:5]2[CH:6]=[CH:7][CH:8]=[CH:9][C:4]=2[N:3]=[C:2]1[O:10][C:11]1[CH:16]=[CH:15][C:14]([CH2:17][CH2:18][N:19]2[CH2:24][CH2:23][CH:22]([NH:25]C(=NC#N)OC3C=CC=CC=3)[CH2:21][CH2:20]2)=[CH:13][CH:12]=1.C(OC(=O)[NH:43][CH:44]1[CH2:49][CH2:48][N:47]([CH2:50][CH2:51][C:52]2[CH:57]=[CH:56][C:55]([O:58][C:59]3[S:60][C:61]4[CH:67]=[CH:66][CH:65]=[CH:64][C:62]=4[N:63]=3)=[CH:54][CH:53]=2)[CH2:46][CH2:45]1)(C)(C)C.[ClH:69].S1C2C=CC=CC=2N=C1OC1C=CC(CCN2CCC(N)CC2)=CC=1, predict the reaction product. The product is: [ClH:69].[S:1]1[C:5]2[CH:6]=[CH:7][CH:8]=[CH:9][C:4]=2[N:3]=[C:2]1[O:10][C:11]1[CH:12]=[CH:13][C:14]([CH2:17][CH2:18][N:19]2[CH2:20][CH2:21][CH:22]([NH2:25])[CH2:23][CH2:24]2)=[CH:15][CH:16]=1.[S:60]1[C:61]2[CH:67]=[CH:66][CH:65]=[CH:64][C:62]=2[N:63]=[C:59]1[O:58][C:55]1[CH:54]=[CH:53][C:52]([CH2:51][CH2:50][N:47]2[CH2:46][CH2:45][CH:44]([NH2:43])[CH2:49][CH2:48]2)=[CH:57][CH:56]=1. (2) The product is: [ClH:63].[NH:53]1[CH2:54][CH:55]=[C:51]([C:42]2[CH:43]=[C:44]([C:47]([F:50])([F:48])[F:49])[CH:45]=[CH:46][C:41]=2[C:37]2[CH:36]=[CH:35][CH:34]=[C:33]3[C:38]=2[CH2:39][CH2:40][N:31]([S:28]([NH:27][C:26]2[S:22][N:23]=[CH:24][N:25]=2)(=[O:30])=[O:29])[CH2:32]3)[CH2:52]1. Given the reactants CC1(C)C(C)(C)OB(C2CN(C(OC(C)(C)C)=O)CC=2)O1.[S:22]1[C:26]([NH:27][S:28]([N:31]2[CH2:40][CH2:39][C:38]3[C:33](=[CH:34][CH:35]=[CH:36][C:37]=3[C:41]3[CH:46]=[CH:45][C:44]([C:47]([F:50])([F:49])[F:48])=[CH:43][C:42]=3[C:51]3[CH2:52][N:53](C(OC(C)(C)C)=O)[CH2:54][CH:55]=3)[CH2:32]2)(=[O:30])=[O:29])=[N:25][CH:24]=[N:23]1.[ClH:63], predict the reaction product.